From a dataset of Full USPTO retrosynthesis dataset with 1.9M reactions from patents (1976-2016). Predict the reactants needed to synthesize the given product. Given the product [Zn:17].[CH3:1][N:2]=[C:3]([NH2:9])[NH:4][C:5](=[N:7][CH3:8])[NH2:6], predict the reactants needed to synthesize it. The reactants are: [CH3:1][N:2]=[C:3]([NH2:9])[NH:4][C:5](=[N:7][CH3:8])[NH2:6].CC(C)([O-])C.[K+].[Cl-].[Zn+2:17].[Cl-].[Zn].